Dataset: Full USPTO retrosynthesis dataset with 1.9M reactions from patents (1976-2016). Task: Predict the reactants needed to synthesize the given product. Given the product [CH3:14][O:15][C:16]([C:18]1[CH:23]=[CH:22][CH:21]=[C:20]([CH:9]2[CH2:10][N:7]([C:5]([O:4][C:2]([CH3:13])([CH3:3])[CH3:1])=[O:6])[CH2:8]2)[N:19]=1)=[O:17], predict the reactants needed to synthesize it. The reactants are: [CH3:1][C:2]([CH3:13])([O:4][C:5]([N:7]1[CH2:10][CH:9]([Zn]I)[CH2:8]1)=[O:6])[CH3:3].[CH3:14][O:15][C:16]([C:18]1[CH:23]=[CH:22][CH:21]=[C:20](Br)[N:19]=1)=[O:17].